The task is: Predict the reactants needed to synthesize the given product.. This data is from Full USPTO retrosynthesis dataset with 1.9M reactions from patents (1976-2016). (1) Given the product [NH:1]1[C:9]2[C:4](=[CH:5][CH:6]=[CH:7][CH:8]=2)[C:3]([CH2:19][CH2:18][C:17]([OH:22])=[O:16])=[CH:2]1, predict the reactants needed to synthesize it. The reactants are: [NH:1]1[C:9]2[C:4](=[CH:5][CH:6]=[CH:7][CH:8]=2)[CH:3]=[CH:2]1.[H][H].C=O.CC1(C)O[C:19](=O)[CH2:18][C:17](=[O:22])[O:16]1.C(N(CC)CC)C. (2) Given the product [I:9][CH2:8][CH2:7][C@H:2]([NH:19][NH:18][C:20]([O:22][CH2:23][C:24]1[CH:29]=[CH:28][CH:27]=[CH:26][CH:25]=1)=[O:21])[C:3]([O:5][CH3:6])=[O:4], predict the reactants needed to synthesize it. The reactants are: O[C@H:2]([CH2:7][CH2:8][I:9])[C:3]([O:5][CH3:6])=[O:4].N1C(C)=CC=CC=1C.[NH:18]([C:20]([O:22][CH2:23][C:24]1[CH:29]=[CH:28][CH:27]=[CH:26][CH:25]=1)=[O:21])[NH2:19]. (3) Given the product [CH2:14]([O:17][CH2:18][CH2:19][CH2:20][CH2:21][OH:22])[CH:15]=[CH2:16], predict the reactants needed to synthesize it. The reactants are: C(O)CCCO.C(OCC=C)(=O)C.[CH2:14]([O:17][CH2:18][CH2:19][CH2:20][CH2:21][O:22]CC=C)[CH:15]=[CH2:16].